This data is from Forward reaction prediction with 1.9M reactions from USPTO patents (1976-2016). The task is: Predict the product of the given reaction. (1) Given the reactants [C:1]([CH:3]([NH:16][C:17](=[O:23])[O:18][C:19]([CH3:22])([CH3:21])[CH3:20])[C:4]1[CH:9]=[CH:8][C:7]([O:10][C:11]([F:14])([F:13])[F:12])=[C:6]([F:15])[CH:5]=1)#[N:2].C(=O)([O-])[O-:25].[K+].[K+].CS(C)=O.OO, predict the reaction product. The product is: [NH2:2][C:1](=[O:25])[CH:3]([NH:16][C:17](=[O:23])[O:18][C:19]([CH3:20])([CH3:22])[CH3:21])[C:4]1[CH:9]=[CH:8][C:7]([O:10][C:11]([F:14])([F:13])[F:12])=[C:6]([F:15])[CH:5]=1. (2) Given the reactants [CH:1]([C:3]1[CH:8]=[CH:7][C:6]([N:9]2[CH2:13][C@H:12]([CH2:14][NH:15][C:16](=[O:18])[CH3:17])[O:11][C:10]2=[O:19])=[CH:5][CH:4]=1)=O.N1CCCCC1.[S:26]1[CH2:30][C:29](=[O:31])[NH:28][C:27]1=[O:32], predict the reaction product. The product is: [O:32]=[C:27]1[NH:28][C:29](=[O:31])/[C:30](=[CH:1]/[C:3]2[CH:8]=[CH:7][C:6]([N:9]3[CH2:13][C@H:12]([CH2:14][NH:15][C:16](=[O:18])[CH3:17])[O:11][C:10]3=[O:19])=[CH:5][CH:4]=2)/[S:26]1. (3) Given the reactants C(Cl)Cl.I[C:5]1[CH:6]=[C:7]([CH:10]=[CH:11][CH:12]=1)[C:8]#[N:9].C[O:14][C:15]1[CH:20]=[CH:19][C:18](B(O)O)=[CH:17][CH:16]=1.[F-].[Cs+], predict the reaction product. The product is: [C:8]([C:7]1[CH:6]=[C:5]([C:18]2[CH:19]=[CH:20][C:15]([OH:14])=[CH:16][CH:17]=2)[CH:12]=[CH:11][CH:10]=1)#[N:9]. (4) Given the reactants [CH3:1][O:2][C:3]1[CH:12]=[CH:11][CH:10]=[C:9]2[C:4]=1[CH:5]=[CH:6][CH:7]=[C:8]2[CH2:13][NH2:14].[CH3:15][CH:16]([CH3:20])[CH2:17][CH:18]=O.[BH4-].[Na+].O, predict the reaction product. The product is: [CH3:1][O:2][C:3]1[CH:12]=[CH:11][CH:10]=[C:9]2[C:4]=1[CH:5]=[CH:6][CH:7]=[C:8]2[CH2:13][NH:14][CH2:18][CH2:17][CH:16]([CH3:20])[CH3:15]. (5) Given the reactants N#N.Cl[C:4]1[N:5]=[C:6]2[C:12]([C:13]3[CH:18]=[CH:17][CH:16]=[CH:15][CH:14]=3)=[C:11]([C:19]3[CH:24]=[CH:23][C:22]([C:25]4([NH:29][C:30](=[O:36])[O:31][C:32]([CH3:35])([CH3:34])[CH3:33])[CH2:28][CH2:27][CH2:26]4)=[CH:21][CH:20]=3)[O:10][C:7]2=[N:8][CH:9]=1.[NH:37]1[CH:41]=[C:40](B2OC(C)(C)C(C)(C)O2)[CH:39]=[N:38]1.P([O-])([O-])([O-])=O.[K+].[K+].[K+], predict the reaction product. The product is: [C:13]1([C:12]2[C:6]3[C:7](=[N:8][CH:9]=[C:4]([C:40]4[CH:41]=[N:37][NH:38][CH:39]=4)[N:5]=3)[O:10][C:11]=2[C:19]2[CH:24]=[CH:23][C:22]([C:25]3([NH:29][C:30](=[O:36])[O:31][C:32]([CH3:35])([CH3:34])[CH3:33])[CH2:28][CH2:27][CH2:26]3)=[CH:21][CH:20]=2)[CH:18]=[CH:17][CH:16]=[CH:15][CH:14]=1. (6) Given the reactants [O-:1]P([O-])([O-])=O.[K+].[K+].[K+].[CH3:9]/[CH:10]=[CH:11]/[CH:12]=[CH:13]\[CH2:14][CH2:15]/[CH:16]=[CH:17]/[C:18](NCC(C)C)=[O:19], predict the reaction product. The product is: [C:18]([OH:19])(=[O:1])[CH:17]=[CH:16][CH2:15][CH2:14][CH:13]=[CH:12][CH:11]=[CH:10][CH3:9].